This data is from Forward reaction prediction with 1.9M reactions from USPTO patents (1976-2016). The task is: Predict the product of the given reaction. (1) The product is: [Cl:1][C:2]1[CH:3]=[C:4]([C:9]([O:16][C:24](=[O:28])[CH2:25][CH2:26][CH3:27])([C:10]([F:11])([F:12])[F:13])[C:14]#[CH:15])[CH:5]=[C:6]([Cl:8])[CH:7]=1. Given the reactants [Cl:1][C:2]1[CH:3]=[C:4]([C:9]([OH:16])([C:14]#[CH:15])[C:10]([F:13])([F:12])[F:11])[CH:5]=[C:6]([Cl:8])[CH:7]=1.C(N(CC)CC)C.[C:24](Cl)(=[O:28])[CH2:25][CH2:26][CH3:27], predict the reaction product. (2) Given the reactants [N+:1]([C:4]1[CH:9]=[CH:8][C:7]([CH2:10][O:11][C:12]2[CH:17]=[CH:16][CH:15]=[C:14]([F:18])[CH:13]=2)=[CH:6][CH:5]=1)([O-])=O, predict the reaction product. The product is: [F:18][C:14]1[CH:13]=[C:12]([CH:17]=[CH:16][CH:15]=1)[O:11][CH2:10][C:7]1[CH:6]=[CH:5][C:4]([NH2:1])=[CH:9][CH:8]=1. (3) Given the reactants N1C=CC=CC=1C(O)=O.P([O-])([O-])([O-])=O.[K+].[K+].[K+].Br[C:19]1[CH:24]=[CH:23][C:22]([CH:25]([F:27])[F:26])=[CH:21][CH:20]=1.[O:28]=[S:29]1(=[O:48])[CH2:34][CH2:33][N:32]2[CH:35]3[CH2:40][CH2:39][C:38]([C:41]4[CH:46]=[CH:45][C:44]([OH:47])=[CH:43][CH:42]=4)([C:31]2=[N:30]1)[CH2:37][CH2:36]3, predict the reaction product. The product is: [F:26][CH:25]([F:27])[C:22]1[CH:23]=[CH:24][C:19]([O:47][C:44]2[CH:45]=[CH:46][C:41]([C:38]34[CH2:39][CH2:40][CH:35]([N:32]5[CH2:33][CH2:34][S:29](=[O:48])(=[O:28])[N:30]=[C:31]53)[CH2:36][CH2:37]4)=[CH:42][CH:43]=2)=[CH:20][CH:21]=1. (4) Given the reactants [CH2:1]([O:3][C:4]([N:6]1[CH2:15][CH:14]([CH3:16])[C:13]2[C:12]3[C:17](=O)[CH2:18][CH:19]([C:20]([F:23])([F:22])[F:21])[C:11]=3[S:10][C:9]=2[CH2:8][CH2:7]1)=[O:5])[CH3:2].[BH4-].[Na+].Cl.Cl[Sn]Cl, predict the reaction product. The product is: [CH2:1]([O:3][C:4]([N:6]1[CH2:15][CH:14]([CH3:16])[C:13]2[C:12]3[CH2:17][CH2:18][CH:19]([C:20]([F:22])([F:23])[F:21])[C:11]=3[S:10][C:9]=2[CH2:8][CH2:7]1)=[O:5])[CH3:2]. (5) Given the reactants [CH:1]1([NH:4][C:5](=[O:38])[C:6]2[CH:11]=[C:10]([F:12])[C:9]([CH3:13])=[C:8]([C:14]3[CH:15]=[C:16]4[C:21](=[CH:22][CH:23]=3)[C:20](=[O:24])[N:19]([CH2:25][CH:26]3[CH2:28][CH2:27]3)[CH:18]=[C:17]4[S:29]([N:32]3[CH2:37][CH2:36][NH:35][CH2:34][CH2:33]3)(=[O:31])=[O:30])[CH:7]=2)[CH2:3][CH2:2]1.C=O.[C:41](O[BH-](OC(=O)C)OC(=O)C)(=O)C.[Na+].C(Cl)Cl, predict the reaction product. The product is: [CH:1]1([NH:4][C:5](=[O:38])[C:6]2[CH:11]=[C:10]([F:12])[C:9]([CH3:13])=[C:8]([C:14]3[CH:15]=[C:16]4[C:21](=[CH:22][CH:23]=3)[C:20](=[O:24])[N:19]([CH2:25][CH:26]3[CH2:28][CH2:27]3)[CH:18]=[C:17]4[S:29]([N:32]3[CH2:37][CH2:36][N:35]([CH3:41])[CH2:34][CH2:33]3)(=[O:31])=[O:30])[CH:7]=2)[CH2:2][CH2:3]1. (6) Given the reactants [H-].[Na+].[CH2:3]([NH:11][S:12]([C:15]1[C:24]2[C:19](=[CH:20][CH:21]=[CH:22][CH:23]=2)[CH:18]=[CH:17][CH:16]=1)(=[O:14])=[O:13])[CH2:4][C:5]1[CH:10]=[CH:9][CH:8]=[CH:7][CH:6]=1.Br[CH2:26][CH2:27][C:28]1[C:36]2[C:31](=[CH:32][CH:33]=[CH:34][CH:35]=2)[NH:30][CH:29]=1, predict the reaction product. The product is: [NH:30]1[C:31]2[C:36](=[CH:35][CH:34]=[CH:33][CH:32]=2)[C:28]([CH2:27][CH2:26][N:11]([CH2:3][CH2:4][C:5]2[CH:10]=[CH:9][CH:8]=[CH:7][CH:6]=2)[S:12]([C:15]2[C:24]3[C:19](=[CH:20][CH:21]=[CH:22][CH:23]=3)[CH:18]=[CH:17][CH:16]=2)(=[O:14])=[O:13])=[CH:29]1.